From a dataset of Catalyst prediction with 721,799 reactions and 888 catalyst types from USPTO. Predict which catalyst facilitates the given reaction. (1) Reactant: [F:1][C:2]1[CH:7]=[CH:6][CH:5]=[CH:4][C:3]=1[C:8]([C:16]1[CH:21]=[CH:20][C:19]([F:22])=[CH:18][CH:17]=1)([C:10]1[CH:15]=[CH:14][CH:13]=[CH:12][CH:11]=1)O.C([Cl:26])(=O)C. Product: [F:1][C:2]1[CH:7]=[CH:6][CH:5]=[CH:4][C:3]=1[C:8]([C:16]1[CH:21]=[CH:20][C:19]([F:22])=[CH:18][CH:17]=1)([C:10]1[CH:15]=[CH:14][CH:13]=[CH:12][CH:11]=1)[Cl:26]. The catalyst class is: 4. (2) Reactant: [F:1][C:2]1[C:7]([F:8])=[CH:6][CH:5]=[CH:4][C:3]=1[CH2:9][C:10]#[N:11].Cl.[NH2:13]O.C(=O)([O-])[O-].[K+].[K+].[CH2:21]([N:25]1[C:33]2[N:32]=[C:31]([Cl:34])[NH:30][C:29]=2[C:28](=[O:35])[N:27]([CH2:36][CH2:37][CH2:38][C:39](OCC)=[O:40])[C:26]1=[O:44])[CH2:22][CH2:23][CH3:24].[O-]CC.[Na+]. Product: [CH2:21]([N:25]1[C:33]2[N:32]=[C:31]([Cl:34])[NH:30][C:29]=2[C:28](=[O:35])[N:27]([CH2:36][CH2:37][CH2:38][C:39]2[O:40][N:13]=[C:10]([CH2:9][C:3]3[CH:4]=[CH:5][CH:6]=[C:7]([F:8])[C:2]=3[F:1])[N:11]=2)[C:26]1=[O:44])[CH2:22][CH2:23][CH3:24]. The catalyst class is: 88. (3) Reactant: Cl.[NH2:2][CH:3]1[CH2:8][CH2:7][CH:6]([OH:9])[CH2:5][CH2:4]1.C(N1[C:19](=[O:20])[C:18]2=[CH:21][CH:22]=[CH:23][CH:24]=[C:17]2[C:16]1=[O:25])(OCC)=O.C([O-])([O-])=O.[Na+].[Na+]. Product: [OH:9][CH:6]1[CH2:7][CH2:8][CH:3]([N:2]2[C:19](=[O:20])[C:18]3[C:17](=[CH:24][CH:23]=[CH:22][CH:21]=3)[C:16]2=[O:25])[CH2:4][CH2:5]1. The catalyst class is: 69. (4) Reactant: [CH:1]([NH:4][C:5]1[CH:6]=[C:7]2[CH:13]=[CH:12][NH:11][C:8]2=[N:9][CH:10]=1)([CH3:3])[CH3:2].C1C(=O)N([I:21])C(=O)C1. Product: [I:21][C:13]1[C:7]2[C:8](=[N:9][CH:10]=[C:5]([NH:4][CH:1]([CH3:3])[CH3:2])[CH:6]=2)[NH:11][CH:12]=1. The catalyst class is: 158. (5) Reactant: [CH2:1]([C@@H:8]1[CH2:13][N:12]([CH2:14][C:15]2[CH:20]=[CH:19][CH:18]=[CH:17][CH:16]=2)[CH2:11][CH2:10][N:9]1[C:21]([C:23]1[CH:27]=[CH:26][NH:25][C:24]=1[C:28]1[CH:33]=[CH:32][CH:31]=[CH:30][CH:29]=1)=[O:22])[C:2]1[CH:7]=[CH:6][CH:5]=[CH:4][CH:3]=1.Br[CH2:35][C:36]([O:38][C:39]([CH3:42])([CH3:41])[CH3:40])=[O:37].[H-].[Na+].C(=O)(O)[O-].[Na+]. Product: [CH2:1]([C@@H:8]1[CH2:13][N:12]([CH2:14][C:15]2[CH:20]=[CH:19][CH:18]=[CH:17][CH:16]=2)[CH2:11][CH2:10][N:9]1[C:21]([C:23]1[CH:27]=[CH:26][N:25]([CH2:35][C:36]([O:38][C:39]([CH3:42])([CH3:41])[CH3:40])=[O:37])[C:24]=1[C:28]1[CH:33]=[CH:32][CH:31]=[CH:30][CH:29]=1)=[O:22])[C:2]1[CH:7]=[CH:6][CH:5]=[CH:4][CH:3]=1. The catalyst class is: 3. (6) Reactant: [CH3:1][O:2][C:3]1[CH:19]=[CH:18][CH:17]=[CH:16][C:4]=1[O:5][CH2:6][CH2:7][NH:8]C(=O)OC(C)(C)C. Product: [CH3:1][O:2][C:3]1[CH:19]=[CH:18][CH:17]=[CH:16][C:4]=1[O:5][CH2:6][CH2:7][NH2:8]. The catalyst class is: 330.